From a dataset of Full USPTO retrosynthesis dataset with 1.9M reactions from patents (1976-2016). Predict the reactants needed to synthesize the given product. (1) Given the product [Cl:1][C:2]1[CH:3]=[C:4]([C:8]2[CH:9]=[C:10]([CH2:16][C:17]3[CH:22]=[N:21][C:20]([O:23][CH2:24][C:25]([NH2:39])=[O:27])=[N:19][CH:18]=3)[CH:11]=[N:12][C:13]=2[O:14][CH3:15])[CH:5]=[CH:6][CH:7]=1, predict the reactants needed to synthesize it. The reactants are: [Cl:1][C:2]1[CH:3]=[C:4]([C:8]2[CH:9]=[C:10]([CH2:16][C:17]3[CH:18]=[N:19][C:20]([O:23][CH2:24][C:25]([O:27]C)=O)=[N:21][CH:22]=3)[CH:11]=[N:12][C:13]=2[O:14][CH3:15])[CH:5]=[CH:6][CH:7]=1.C(OC)(=O)CO.[H-].[Na+].ClC1N=CC(CC2C=NC(OC)=C(C3C=CC=C(Cl)C=3)C=2)=C[N:39]=1.[NH4+].[Cl-]. (2) Given the product [Cl:1][C:2]1[CH:7]=[C:6]([Cl:8])[CH:5]=[CH:4][C:3]=1[N:9]1[C:13]([C:14]2[CH:15]=[CH:16][C:17]([N:20]([CH3:22])[CH3:21])=[CH:18][CH:19]=2)=[C:12]([CH3:23])[C:11]([C:24]([OH:26])=[O:25])=[N:10]1, predict the reactants needed to synthesize it. The reactants are: [Cl:1][C:2]1[CH:7]=[C:6]([Cl:8])[CH:5]=[CH:4][C:3]=1[N:9]1[C:13]([C:14]2[CH:19]=[CH:18][C:17]([N:20]([CH3:22])[CH3:21])=[CH:16][CH:15]=2)=[C:12]([CH3:23])[C:11]([C:24]([O:26]CC)=[O:25])=[N:10]1.[OH-].[Li+].O. (3) Given the product [CH3:15][O:14][C:5]1[C:6]([O:8][CH2:9][CH2:10][CH2:11][O:12][CH3:13])=[CH:7][C:2]([CH:26]=[O:27])=[C:3]([CH3:16])[CH:4]=1, predict the reactants needed to synthesize it. The reactants are: Br[C:2]1[CH:7]=[C:6]([O:8][CH2:9][CH2:10][CH2:11][O:12][CH3:13])[C:5]([O:14][CH3:15])=[CH:4][C:3]=1[CH3:16].CCCCCC.CN([CH:26]=[O:27])C. (4) Given the product [C:1]([O:16][CH3:15])(=[O:10])[CH:2]=[CH:3][C:4]1[CH:9]=[CH:8][CH:7]=[CH:6][CH:5]=1, predict the reactants needed to synthesize it. The reactants are: [CH:1](=[O:10])[CH:2]=[CH:3][C:4]1[CH:9]=[CH:8][CH:7]=[CH:6][CH:5]=1.C(C1C(=O)C(Cl)=C(Cl)[C:15](=[O:16])C=1C#N)#N.CO. (5) Given the product [NH3:3].[CH3:36][OH:35].[CH3:23][C:24]1[C:33]2[C:28](=[CH:29][C:30]([C:2]3[N:3]=[C:4]([CH:12]4[CH2:15][CH:14]([N:16]5[CH2:21][CH2:20][N:19]([CH3:22])[CH2:18][CH2:17]5)[CH2:13]4)[N:5]4[CH:10]=[CH:9][N:8]=[C:7]([NH2:11])[C:6]=34)=[CH:31][CH:32]=2)[N:27]=[C:26]([C:43]2[CH:48]=[CH:47][CH:46]=[CH:45][CH:44]=2)[CH:25]=1, predict the reactants needed to synthesize it. The reactants are: I[C:2]1[N:3]=[C:4]([CH:12]2[CH2:15][CH:14]([N:16]3[CH2:21][CH2:20][N:19]([CH3:22])[CH2:18][CH2:17]3)[CH2:13]2)[N:5]2[CH:10]=[CH:9][N:8]=[C:7]([NH2:11])[C:6]=12.[CH3:23][C:24]1[C:33]2[C:28](=[CH:29][C:30](B3OC(C)(C)[C:36](C)(C)[O:35]3)=[CH:31][CH:32]=2)[N:27]=[C:26]([C:43]2[CH:48]=[CH:47][CH:46]=[CH:45][CH:44]=2)[CH:25]=1.C(=O)([O-])[O-].[Cs+].[Cs+]. (6) Given the product [NH2:4][C:5]1[CH:15]=[CH:14][C:13]([O:16][CH2:17][CH3:18])=[CH:12][C:6]=1[C:7]([O:9][CH2:10][CH3:11])=[O:8], predict the reactants needed to synthesize it. The reactants are: C([NH:4][C:5]1[CH:15]=[CH:14][C:13]([O:16][CH2:17][CH3:18])=[CH:12][C:6]=1[C:7]([O:9][CH2:10][CH3:11])=[O:8])(=O)C. (7) Given the product [NH2:18][C:15]1[CH:16]=[CH:17][C:12]([S:9]([NH:8][CH2:1][C:2]2[CH:3]=[CH:4][CH:5]=[CH:6][CH:7]=2)(=[O:11])=[O:10])=[CH:13][CH:14]=1, predict the reactants needed to synthesize it. The reactants are: [CH2:1]([NH:8][S:9]([C:12]1[CH:17]=[CH:16][C:15]([N+:18]([O-])=O)=[CH:14][CH:13]=1)(=[O:11])=[O:10])[C:2]1[CH:7]=[CH:6][CH:5]=[CH:4][CH:3]=1.